From a dataset of Full USPTO retrosynthesis dataset with 1.9M reactions from patents (1976-2016). Predict the reactants needed to synthesize the given product. (1) Given the product [Si:1]([O:8][CH2:9][C:10]1[N:15]=[CH:14][C:13]2[N:16]=[CH:17][N:18]([C:19]3[S:23][C:22]([C:24]([NH2:40])=[O:26])=[C:21]([O:28][CH:29]([C:31]4[CH:36]=[CH:35][C:34]([C:37]#[N:38])=[CH:33][C:32]=4[Cl:39])[CH3:30])[CH:20]=3)[C:12]=2[CH:11]=1)([C:4]([CH3:7])([CH3:6])[CH3:5])([CH3:3])[CH3:2], predict the reactants needed to synthesize it. The reactants are: [Si:1]([O:8][CH2:9][C:10]1[N:15]=[CH:14][C:13]2[N:16]=[CH:17][N:18]([C:19]3[S:23][C:22]([C:24]([O:26]C)=O)=[C:21]([O:28][CH:29]([C:31]4[CH:36]=[CH:35][C:34]([C:37]#[N:38])=[CH:33][C:32]=4[Cl:39])[CH3:30])[CH:20]=3)[C:12]=2[CH:11]=1)([C:4]([CH3:7])([CH3:6])[CH3:5])([CH3:3])[CH3:2].[NH3:40]. (2) Given the product [C:1]([O:5][C:6]([N:8]1[CH2:9][C:10](=[O:37])[N:11]([C:23]2[CH:28]=[CH:27][C:26]([O:29][CH2:30][C:31]3[CH:36]=[CH:35][CH:34]=[CH:33][CH:32]=3)=[CH:25][CH:24]=2)[C@@H:12]([CH2:14][O:15][C:46]2[CH:45]=[CH:44][C:53]3[C:48](=[CH:49][CH:50]=[CH:51][CH:52]=3)[CH:47]=2)[CH2:13]1)=[O:7])([CH3:4])([CH3:3])[CH3:2], predict the reactants needed to synthesize it. The reactants are: [C:1]([O:5][C:6]([N:8]1[CH2:13][C@H:12]([CH2:14][O:15]S(C(F)(F)F)(=O)=O)[N:11]([C:23]2[CH:28]=[CH:27][C:26]([O:29][CH2:30][C:31]3[CH:36]=[CH:35][CH:34]=[CH:33][CH:32]=3)=[CH:25][CH:24]=2)[C:10](=[O:37])[CH2:9]1)=[O:7])([CH3:4])([CH3:3])[CH3:2].C(=O)([O-])[O-].[Cs+].[Cs+].[CH:44]1[C:53]2[C:48](=[CH:49][CH:50]=[CH:51][CH:52]=2)[CH:47]=[CH:46][C:45]=1O. (3) The reactants are: C([NH:8][C:9]1[C:29]2[CH2:28][CH2:27][CH2:26][C:25]=2[C:12]2[O:13][CH2:14][CH:15]([C:16]3[CH:21]=[CH:20][C:19]([CH:22]([CH3:24])[CH3:23])=[CH:18][CH:17]=3)[C:11]=2[C:10]=1[CH3:30])C1C=CC=CC=1. Given the product [CH:22]([C:19]1[CH:18]=[CH:17][C:16]([CH:15]2[CH2:14][O:13][C:12]3[C:25]4[CH2:26][CH2:27][CH2:28][C:29]=4[C:9]([NH2:8])=[C:10]([CH3:30])[C:11]2=3)=[CH:21][CH:20]=1)([CH3:24])[CH3:23], predict the reactants needed to synthesize it. (4) Given the product [C:29]([C:28]1[CH:31]=[CH:32][C:25]([N:1]2[C:9]3[C:4](=[CH:5][C:6]([NH:10][C:11]4[CH:20]=[CH:19][C:18]([CH:21]5[CH2:23][CH2:22]5)=[CH:17][C:12]=4[C:13]([O:15][CH3:16])=[O:14])=[CH:7][CH:8]=3)[CH:3]=[CH:2]2)=[CH:26][CH:27]=1)#[N:30], predict the reactants needed to synthesize it. The reactants are: [NH:1]1[C:9]2[C:4](=[CH:5][C:6]([NH:10][C:11]3[CH:20]=[CH:19][C:18]([CH:21]4[CH2:23][CH2:22]4)=[CH:17][C:12]=3[C:13]([O:15][CH3:16])=[O:14])=[CH:7][CH:8]=2)[CH:3]=[CH:2]1.I[C:25]1[CH:32]=[CH:31][C:28]([C:29]#[N:30])=[CH:27][CH:26]=1.C1(P(C2CCCCC2)C2C=CC=CC=2C2C(C(C)C)=CC(C(C)C)=CC=2C(C)C)CCCCC1.P([O-])([O-])([O-])=O.[K+].[K+].[K+]. (5) Given the product [CH3:16][O:1][C:2]1[N:6]([C:7]2[CH:12]=[C:11]([C:13]#[N:14])[CH:10]=[CH:9][N:8]=2)[N:5]=[C:4]([CH3:15])[CH:3]=1, predict the reactants needed to synthesize it. The reactants are: [OH:1][C:2]1[N:6]([C:7]2[CH:12]=[C:11]([C:13]#[N:14])[CH:10]=[CH:9][N:8]=2)[N:5]=[C:4]([CH3:15])[CH:3]=1.[C:16]([O-])([O-])=O.[K+].[K+].CI.O. (6) Given the product [ClH:37].[CH3:1][O:2][C:3]([C:5]1([NH2:27])[C:7]2([CH2:9][CH2:8]2)[CH2:6]1)=[O:4], predict the reactants needed to synthesize it. The reactants are: [CH3:1][O:2][C:3]([C:5]1(C(O)=O)[C:7]2([CH2:9][CH2:8]2)[CH2:6]1)=[O:4].C1C=CC(P([N:27]=[N+]=[N-])(C2C=CC=CC=2)=O)=CC=1.CCN(CC)CC.[ClH:37].O1CCOCC1. (7) Given the product [CH3:1][C:2]1([CH3:3])[C:5]2[C:10]([F:11])=[CH:9][CH:8]=[CH:7][C:6]=2[C:12]2[N:13]=[CH:14][CH:15]=[C:16]3[CH:17]=[CH:18][CH:19]=[C:20]1[C:21]=23, predict the reactants needed to synthesize it. The reactants are: [CH3:1][C:2]([C:5]1[C:10]([F:11])=[CH:9][CH:8]=[CH:7][C:6]=1[C:12]1[C:21]2[C:16](=[CH:17][CH:18]=[CH:19][CH:20]=2)[CH:15]=[CH:14][N:13]=1)(O)[CH3:3].OS(O)(=O)=O.[OH-].[Na+]. (8) Given the product [Cl:1][C:2]1[CH:7]=[C:6]([C:8]2[CH2:12][C:11]([C:17]3[CH:18]=[C:19]([Cl:25])[C:20]([Cl:24])=[C:21]([Cl:23])[CH:22]=3)([C:13]([F:16])([F:14])[F:15])[O:10][N:9]=2)[CH:5]=[CH:4][C:3]=1[CH2:26][NH:27][C:28](=[O:31])[CH2:29][S:30][CH2:41][O:42][CH3:43], predict the reactants needed to synthesize it. The reactants are: [Cl:1][C:2]1[CH:7]=[C:6]([C:8]2[CH2:12][C:11]([C:17]3[CH:22]=[C:21]([Cl:23])[C:20]([Cl:24])=[C:19]([Cl:25])[CH:18]=3)([C:13]([F:16])([F:15])[F:14])[O:10][N:9]=2)[CH:5]=[CH:4][C:3]=1[CH2:26][NH:27][C:28](=[O:31])[CH2:29][SH:30].C(N(C(C)C)C(C)C)C.[CH3:41][O:42][CH2:43]Cl.O.